This data is from Full USPTO retrosynthesis dataset with 1.9M reactions from patents (1976-2016). The task is: Predict the reactants needed to synthesize the given product. (1) The reactants are: [N+:1]([C:4]1[C:14]([N+:15]([O-:17])=[O:16])=[CH:13][C:12]2[CH:11]3[CH2:18][CH:7]([CH2:8][N:9](C(=O)C(F)(F)F)[CH2:10]3)[C:6]=2[CH:5]=1)([O-:3])=[O:2].C([O-])([O-])=O.[Na+].[Na+].O. Given the product [N+:15]([C:14]1[C:4]([N+:1]([O-:3])=[O:2])=[CH:5][C:6]2[CH:7]3[CH2:18][CH:11]([CH2:10][NH:9][CH2:8]3)[C:12]=2[CH:13]=1)([O-:17])=[O:16], predict the reactants needed to synthesize it. (2) The reactants are: [CH3:1][S:2]([CH:5]([C:7]1[CH:8]=[CH:9][C:10]([C:13]([F:16])([F:15])[F:14])=[N:11][CH:12]=1)[CH3:6])(=[NH:4])=[O:3].[N:17]#[C:18]Br. Given the product [CH3:1][S:2](=[O:3])([CH:5]([C:7]1[CH:12]=[N:11][C:10]([C:13]([F:15])([F:16])[F:14])=[CH:9][CH:8]=1)[CH3:6])=[N:4][C:18]#[N:17], predict the reactants needed to synthesize it. (3) Given the product [CH2:16]([O:15][C:10](=[O:14])[C@H:11]([CH3:13])[NH:5][C:4]1[CH:6]=[CH:7][C:8]([F:9])=[C:2]([F:1])[CH:3]=1)[CH3:17], predict the reactants needed to synthesize it. The reactants are: [F:1][C:2]1[CH:3]=[C:4]([CH:6]=[CH:7][C:8]=1[F:9])[NH2:5].[C:10]([O:15][CH2:16][CH3:17])(=[O:14])[C:11]([CH3:13])=O. (4) Given the product [CH2:1]([C:8]1[CH:9]=[C:10]([C:22](=[O:33])[CH2:23][C:24]([C:26]2[S:49][CH:29]=[CH:28][N:27]=2)=[O:25])[CH:11]=[C:12]([CH2:14][N:15]2[CH2:19][CH2:18][CH2:17][S:16]2(=[O:20])=[O:21])[CH:13]=1)[C:2]1[CH:3]=[CH:4][CH:5]=[CH:6][CH:7]=1, predict the reactants needed to synthesize it. The reactants are: [CH2:1]([C:8]1[CH:9]=[C:10]([C:22](=[O:33])[CH2:23][C:24]([C:26]2C=C(C)[CH:29]=[CH:28][N:27]=2)=[O:25])[CH:11]=[C:12]([CH2:14][N:15]2[CH2:19][CH2:18][CH2:17][S:16]2(=[O:21])=[O:20])[CH:13]=1)[C:2]1[CH:7]=[CH:6][CH:5]=[CH:4][CH:3]=1.C(C1C=C(C(=O)C)C=C(CN2CCC[S:49]2(=O)=O)C=1)C1C=CC=CC=1. (5) The reactants are: [C@@H:1]12[C:10](=[O:11])[O:9][C:7](=[O:8])[C@@H:2]1[CH2:3][CH2:4][CH2:5][CH2:6]2.[C@@H:12]1([NH2:22])[C:21]2[C:16](=[CH:17][CH:18]=[CH:19][CH:20]=2)[CH2:15][CH2:14][CH2:13]1.CCN(C(C)C)C(C)C. Given the product [C@H:12]1([NH:22][C:7]([C@@H:2]2[CH2:3][CH2:4][CH2:5][CH2:6][C@@H:1]2[C:10]([OH:9])=[O:11])=[O:8])[C:21]2[C:16](=[CH:17][CH:18]=[CH:19][CH:20]=2)[CH2:15][CH2:14][CH2:13]1, predict the reactants needed to synthesize it. (6) Given the product [NH2:8][C:9]1[N:10]=[C:11]([C:26]2[CH:31]=[CH:30][CH:29]=[CH:28][CH:27]=2)[C:12]([C:16]2[CH:17]=[CH:18][C:19](=[O:25])[N:20]([CH:22]([CH3:24])[CH3:23])[N:21]=2)=[N:13][C:14]=1[C:33]#[C:32][C:34]1[CH:39]=[CH:38][CH:37]=[CH:36][N:35]=1, predict the reactants needed to synthesize it. The reactants are: C(N(CC)CC)C.[NH2:8][C:9]1[N:10]=[C:11]([C:26]2[CH:31]=[CH:30][CH:29]=[CH:28][CH:27]=2)[C:12]([C:16]2[CH:17]=[CH:18][C:19](=[O:25])[N:20]([CH:22]([CH3:24])[CH3:23])[N:21]=2)=[N:13][C:14]=1Br.[C:32]([C:34]1[CH:39]=[CH:38][CH:37]=[CH:36][N:35]=1)#[CH:33].O. (7) The reactants are: [H-].[Al+3].[Li+].[H-].[H-].[H-].[Cl:7][C:8]1[CH:9]=[C:10]([C:15]([NH:24][CH:25]=O)([CH2:21][CH:22]=[CH2:23])[C:16](OCC)=[O:17])[CH:11]=[CH:12][C:13]=1[Cl:14].O.[OH-].[Na+]. Given the product [ClH:7].[Cl:7][C:8]1[CH:9]=[C:10]([C:15]([NH:24][CH3:25])([CH2:21][CH:22]=[CH2:23])[CH2:16][OH:17])[CH:11]=[CH:12][C:13]=1[Cl:14], predict the reactants needed to synthesize it. (8) Given the product [NH2:16][C:15]1[C:11]2[C:12](=[N:13][C:8]([C:3]3[CH:4]=[CH:5][CH:6]=[CH:7][C:2]=3[Cl:1])=[C:9]([C:17]3[CH:18]=[CH:19][C:20]([Cl:23])=[CH:21][CH:22]=3)[CH:10]=2)[O:14][C:31]=1[C:32](=[O:37])[C:33]([CH3:36])([CH3:35])[CH3:34], predict the reactants needed to synthesize it. The reactants are: [Cl:1][C:2]1[CH:7]=[CH:6][CH:5]=[CH:4][C:3]=1[C:8]1[NH:13][C:12](=[O:14])[C:11]([C:15]#[N:16])=[CH:10][C:9]=1[C:17]1[CH:22]=[CH:21][C:20]([Cl:23])=[CH:19][CH:18]=1.C([O-])([O-])=O.[Cs+].[Cs+].Br[CH2:31][C:32](=[O:37])[C:33]([CH3:36])([CH3:35])[CH3:34]. (9) Given the product [NH:1]1[C:5]2=[N:6][CH:7]=[CH:8][CH:9]=[C:4]2[C:3]([CH:10]=[C:11]2[O:15][C:14]([NH:16][C:17]3[CH:18]=[CH:19][C:20]([F:23])=[CH:21][CH:22]=3)=[C:13]([C:24]([O:26][CH2:27][CH2:32][CH2:31][OH:33])=[O:25])[C:12]2=[O:28])=[CH:2]1, predict the reactants needed to synthesize it. The reactants are: [NH:1]1[C:5]2=[N:6][CH:7]=[CH:8][CH:9]=[C:4]2[C:3]([CH:10]=[C:11]2[O:15][C:14]([NH:16][C:17]3[CH:22]=[CH:21][C:20]([F:23])=[CH:19][CH:18]=3)=[C:13]([C:24]([O:26][CH3:27])=[O:25])[C:12]2=[O:28])=[CH:2]1.CN(C)[C:31](=[O:33])[CH3:32].